Task: Predict the product of the given reaction.. Dataset: Forward reaction prediction with 1.9M reactions from USPTO patents (1976-2016) (1) The product is: [CH:39]1([NH:40][C:16]([C:15]2[CH:20]=[CH:21][C:22]([CH3:23])=[C:13]([C:9]3[CH:8]=[C:7]4[C:12](=[CH:11][CH:10]=3)[C:3]([C:1]([NH2:2])=[O:25])=[N:4][N:5]=[CH:6]4)[CH:14]=2)=[O:17])[CH2:37][CH2:38]1. Given the reactants [C:1]([C:3]1[C:12]2[C:7](=[CH:8][C:9]([C:13]3[CH:14]=[C:15]([CH:20]=[CH:21][C:22]=3[CH3:23])[C:16](OC)=[O:17])=[CH:10][CH:11]=2)[CH:6]=[N:5][N:4]=1)#[N:2].[Li+].[OH-:25].CN(C(ON1N=NC2[CH:37]=[CH:38][CH:39]=[N:40]C1=2)=[N+](C)C)C.F[P-](F)(F)(F)(F)F.C1(N)CC1, predict the reaction product. (2) Given the reactants [CH2:1]([O:8][C:9]1[CH:10]=[C:11]([CH:15]=[C:16]([O:18][CH3:19])[CH:17]=1)[C:12](Cl)=[O:13])[C:2]1[CH:7]=[CH:6][CH:5]=[CH:4][CH:3]=1.C(N(CC)CC)C.[CH3:27][C:28]([C:30]1[C:35]([NH2:36])=[CH:34][C:33]2[O:37][CH2:38][O:39][C:32]=2[CH:31]=1)=[O:29], predict the reaction product. The product is: [C:28]([C:30]1[C:35]([NH:36][C:12](=[O:13])[C:11]2[CH:15]=[C:16]([O:18][CH3:19])[CH:17]=[C:9]([O:8][CH2:1][C:2]3[CH:7]=[CH:6][CH:5]=[CH:4][CH:3]=3)[CH:10]=2)=[CH:34][C:33]2[O:37][CH2:38][O:39][C:32]=2[CH:31]=1)(=[O:29])[CH3:27]. (3) Given the reactants [NH:1]1[C:9]2[C:4](=[CH:5][CH:6]=[CH:7][CH:8]=2)[C:3]2([C:21]3[C:12](=[CH:13][C:14]4[O:19][CH2:18][CH2:17][O:16][C:15]=4[CH:20]=3)[O:11][CH2:10]2)[C:2]1=[O:22].[CH:23]1(B(O)O)[CH2:25][CH2:24]1.C[Si](C)(C)[N-][Si](C)(C)C.[Na+], predict the reaction product. The product is: [CH:23]1([N:1]2[C:9]3[C:4](=[CH:5][CH:6]=[CH:7][CH:8]=3)[C:3]3([C:21]4[C:12](=[CH:13][C:14]5[O:19][CH2:18][CH2:17][O:16][C:15]=5[CH:20]=4)[O:11][CH2:10]3)[C:2]2=[O:22])[CH2:25][CH2:24]1. (4) Given the reactants [C:1]([O:5][C:6]([N:8]1[CH2:13][CH2:12][C:11]([CH:15]([C:23]([OH:25])=[O:24])[C:16]2[CH:21]=[CH:20][C:19]([F:22])=[CH:18][CH:17]=2)(O)[CH2:10][CH2:9]1)=[O:7])([CH3:4])([CH3:3])[CH3:2].S(=O)(=O)(O)O.[OH-].[Na+].C(OC(OC(OC(C)(C)C)=O)=O)(C)(C)C.S([O-])(O)(=O)=O.[K+], predict the reaction product. The product is: [C:1]([O:5][C:6]([N:8]1[CH2:9][CH:10]=[C:11]([CH:15]([C:23]([OH:25])=[O:24])[C:16]2[CH:21]=[CH:20][C:19]([F:22])=[CH:18][CH:17]=2)[CH2:12][CH2:13]1)=[O:7])([CH3:4])([CH3:2])[CH3:3]. (5) Given the reactants Cl.[NH:2]1[C:10]2[C:5](=[CH:6][CH:7]=[CH:8][CH:9]=2)[CH:4]=[C:3]1[C:11]1[N:12]=[C:13]([CH:21]2[CH2:26][CH2:25][NH:24][CH2:23][CH2:22]2)[N:14]2[CH:19]=[CH:18][N:17]=[C:16]([NH2:20])[C:15]=12.C(N(CC)C(C)C)(C)C.Cl[C:37]([O:39][CH3:40])=[O:38], predict the reaction product. The product is: [NH2:20][C:16]1[C:15]2[N:14]([C:13]([CH:21]3[CH2:26][CH2:25][N:24]([C:37]([O:39][CH3:40])=[O:38])[CH2:23][CH2:22]3)=[N:12][C:11]=2[C:3]2[NH:2][C:10]3[C:5]([CH:4]=2)=[CH:6][CH:7]=[CH:8][CH:9]=3)[CH:19]=[CH:18][N:17]=1. (6) Given the reactants Br[C:2]1[CH:11]=[C:10]2[C:5]([N:6]=[CH:7][CH:8]=[N:9]2)=[C:4]([C:12]([NH:14][CH2:15][C:16]([O:18][CH2:19][CH3:20])=[O:17])=[O:13])[C:3]=1[OH:21].C([Sn](CCCC)(CCCC)[C:27]1[N:28]=[CH:29][S:30][CH:31]=1)CCC, predict the reaction product. The product is: [OH:21][C:3]1[C:4]([C:12]([NH:14][CH2:15][C:16]([O:18][CH2:19][CH3:20])=[O:17])=[O:13])=[C:5]2[C:10](=[CH:11][C:2]=1[C:27]1[N:28]=[CH:29][S:30][CH:31]=1)[N:9]=[CH:8][CH:7]=[N:6]2. (7) Given the reactants [CH3:1][O:2][C:3]1[C:11]2[O:10][CH:9]=[C:8]([CH2:12][C:13]([CH3:15])=O)[C:7]=2[CH:6]=[CH:5][CH:4]=1.[CH3:16][C:17]1[CH:18]=[C:19]2[C:24](=[C:25]([N:27]3[CH2:32][CH2:31][NH:30][CH2:29][CH2:28]3)[CH:26]=1)[N:23]=[CH:22][CH:21]=[CH:20]2.C(O[BH-](OC(=O)C)OC(=O)C)(=O)C.[Na+], predict the reaction product. The product is: [CH3:16][C:17]1[CH:18]=[C:19]2[C:24](=[C:25]([N:27]3[CH2:28][CH2:29][N:30]([CH:13]([CH3:15])[CH2:12][C:8]4[C:7]5[CH:6]=[CH:5][CH:4]=[C:3]([O:2][CH3:1])[C:11]=5[O:10][CH:9]=4)[CH2:31][CH2:32]3)[CH:26]=1)[N:23]=[CH:22][CH:21]=[CH:20]2. (8) Given the reactants [Br:1][C:2]1[CH:23]=[CH:22][C:5]2[N:6]([C:18]([CH3:21])([CH3:20])[CH3:19])[C:7]([C:9]3[CH:17]=[CH:16][CH:15]=[CH:14][C:10]=3[C:11]([NH2:13])=[O:12])=[N:8][C:4]=2[CH:3]=1, predict the reaction product. The product is: [Br:1][C:2]1[CH:23]=[CH:22][C:5]2[N:6]([C:18]([CH3:19])([CH3:20])[CH3:21])[C:7]([C:9]3[CH:17]=[CH:16][CH:15]=[CH:14][C:10]=3[C:11](/[N:13]=[C:5](/[N:6]([CH3:18])[CH3:7])\[CH3:4])=[O:12])=[N:8][C:4]=2[CH:3]=1. (9) The product is: [Cl:1][C:2]1[CH:10]=[CH:9][C:8]([C:11]2[N:12]=[C:13]([CH3:16])[S:14][CH:15]=2)=[CH:7][C:3]=1[C:4]([NH:17][CH2:18][C:19]1([OH:26])[CH2:25][CH2:24][CH2:23][CH2:22][CH2:21][CH2:20]1)=[O:6]. Given the reactants [Cl:1][C:2]1[CH:10]=[CH:9][C:8]([C:11]2[N:12]=[C:13]([CH3:16])[S:14][CH:15]=2)=[CH:7][C:3]=1[C:4]([OH:6])=O.[NH2:17][CH2:18][C:19]1([OH:26])[CH2:25][CH2:24][CH2:23][CH2:22][CH2:21][CH2:20]1.ON1C2C=CC=CC=2N=N1.Cl.CN(C)CCCN=C=NCC.C(N(CC)CC)C, predict the reaction product.